This data is from Retrosynthesis with 50K atom-mapped reactions and 10 reaction types from USPTO. The task is: Predict the reactants needed to synthesize the given product. The reactants are: OCCCBr.Sc1ccncc1. Given the product OCCCSc1ccncc1, predict the reactants needed to synthesize it.